This data is from Ames mutagenicity test results for genotoxicity prediction. The task is: Regression/Classification. Given a drug SMILES string, predict its toxicity properties. Task type varies by dataset: regression for continuous values (e.g., LD50, hERG inhibition percentage) or binary classification for toxic/non-toxic outcomes (e.g., AMES mutagenicity, cardiotoxicity, hepatotoxicity). Dataset: ames. (1) The molecule is CCCC[C@@H](CC)COP(=O)(OC[C@H](CC)CCCC)OC[C@H](CC)CCCC. The result is 0 (non-mutagenic). (2) The molecule is COC1=CC(=O)c2c3nc4c(c-3c[nH]c2C1=O)CCCC4. The result is 1 (mutagenic). (3) The drug is COCCO. The result is 0 (non-mutagenic).